Task: Predict the reactants needed to synthesize the given product.. Dataset: Full USPTO retrosynthesis dataset with 1.9M reactions from patents (1976-2016) (1) The reactants are: Cl[C:2]1[N:3]=[CH:4][C:5]2[N:6]([CH3:21])[C:7](=[O:20])[C:8]3([CH2:19][CH2:18]3)[CH2:9][N:10]([CH:13]3[CH2:17][CH2:16][CH2:15][CH2:14]3)[C:11]=2[N:12]=1.[NH2:22][C:23]1[C:37]([O:38][CH3:39])=[CH:36][C:26]([C:27]([NH:29][C@@H:30]2[CH2:34][CH2:33][N:32]([CH3:35])[CH2:31]2)=[O:28])=[C:25]([F:40])[CH:24]=1.O.C1(C)C=CC(S(O)(=O)=O)=CC=1. Given the product [CH:13]1([N:10]2[CH2:9][C:8]3([CH2:19][CH2:18]3)[C:7](=[O:20])[N:6]([CH3:21])[C:5]3[CH:4]=[N:3][C:2]([NH:22][C:23]4[C:37]([O:38][CH3:39])=[CH:36][C:26]([C:27]([NH:29][C@@H:30]5[CH2:34][CH2:33][N:32]([CH3:35])[CH2:31]5)=[O:28])=[C:25]([F:40])[CH:24]=4)=[N:12][C:11]2=3)[CH2:17][CH2:16][CH2:15][CH2:14]1, predict the reactants needed to synthesize it. (2) Given the product [CH2:21]([C:17]1[C:18](=[N:12][NH:1][C:2]2[CH:11]=[CH:10][CH:9]=[C:8]3[C:3]=2[CH:4]=[CH:5][N:6]=[CH:7]3)[C:19]([NH2:20])=[N:26][N:27]=1)[CH2:22][CH:23]=[CH2:24], predict the reactants needed to synthesize it. The reactants are: [NH2:1][C:2]1[CH:11]=[CH:10][CH:9]=[C:8]2[C:3]=1[CH:4]=[CH:5][N:6]=[CH:7]2.[N:12]([O-])=O.[Na+].O=[C:17]([CH2:21][CH2:22][CH:23]=[CH2:24])[CH2:18][C:19]#[N:20].O.[NH2:26][NH2:27]. (3) Given the product [C:1]([N:8]1[CH2:9][CH2:10][N:11]([C:14]2[CH:19]=[CH:18][CH:17]=[CH:16][C:15]=2[CH2:20][NH:21][S:30]([CH3:29])(=[O:32])=[O:31])[CH2:12][CH2:13]1)([O:3][C:4]([CH3:7])([CH3:6])[CH3:5])=[O:2], predict the reactants needed to synthesize it. The reactants are: [C:1]([N:8]1[CH2:13][CH2:12][N:11]([C:14]2[CH:19]=[CH:18][CH:17]=[CH:16][C:15]=2[CH2:20][NH2:21])[CH2:10][CH2:9]1)([O:3][C:4]([CH3:7])([CH3:6])[CH3:5])=[O:2].C(N(CC)CC)C.[CH3:29][S:30](Cl)(=[O:32])=[O:31]. (4) Given the product [OH:1][CH:2]1[CH2:11][C:10]2[C:9]([NH:12][C:13]([NH:15][C:16]3[CH:17]=[C:18]([C:26]4[CH:27]=[CH:28][C:23]([CH3:32])=[CH:24][CH:25]=4)[CH:19]=[CH:20][CH:21]=3)=[O:14])=[CH:8][CH:7]=[CH:6][C:5]=2[CH2:4][CH2:3]1, predict the reactants needed to synthesize it. The reactants are: [OH:1][CH:2]1[CH2:11][C:10]2[C:9]([NH:12][C:13]([NH:15][C:16]3[CH:21]=[CH:20][CH:19]=[C:18](I)[CH:17]=3)=[O:14])=[CH:8][CH:7]=[CH:6][C:5]=2[CH2:4][CH2:3]1.[C:23]1([CH3:32])[CH:28]=[CH:27][C:26](B(O)O)=[CH:25][CH:24]=1.C(=O)(O)[O-].[Na+].C(OC(=O)C)C. (5) Given the product [Br:1][C:2]1[CH:7]=[CH:6][CH:5]=[CH:4][C:3]=1[C:8]1[N:14]([C:15]2[CH:20]=[CH:19][C:18]([CH3:21])=[C:17]([F:22])[CH:16]=2)[C:28](=[O:29])[CH:27]=[CH:10][N:9]=1, predict the reactants needed to synthesize it. The reactants are: [Br:1][C:2]1[CH:7]=[CH:6][CH:5]=[CH:4][C:3]=1[C:8](=[N:14][C:15]1[CH:20]=[CH:19][C:18]([CH3:21])=[C:17]([F:22])[CH:16]=1)/[N:9]=[CH:10]/N(C)C.C[Si]([CH:27]=[C:28]=[O:29])(C)C. (6) Given the product [CH3:1][C:2]1([CH3:20])[O:6][C@H:5]([CH2:7][N:8]2[CH:12]=[CH:11][C:10]([NH2:13])=[N:9]2)[CH2:4][O:3]1, predict the reactants needed to synthesize it. The reactants are: [CH3:1][C:2]1([CH3:20])[O:6][C@H:5]([CH2:7][N:8]2[CH:12]=[CH:11][C:10]([NH:13]C(=O)C(C)(C)C)=[N:9]2)[CH2:4][O:3]1.O.[OH-].[Na+]. (7) The reactants are: [CH2:1]([N:3]1[C:7]2=[N:8][C:9]([CH2:48][CH3:49])=[C:10]([CH2:19][NH:20][C:21]([C:23]3[CH:28]=[CH:27][CH:26]=[C:25]([C:29]([NH:31][CH2:32][C:33]4[CH:34]=[C:35]([C:40]5[CH:45]=[CH:44][CH:43]=[C:42](C=O)[CH:41]=5)[CH:36]=[C:37]([CH3:39])[CH:38]=4)=[O:30])[CH:24]=3)=[O:22])[C:11]([NH:12][CH:13]3[CH2:18][CH2:17][O:16][CH2:15][CH2:14]3)=[C:6]2[CH:5]=[N:4]1)[CH3:2].[CH3:50][N:51]1[CH2:56][CH2:55][NH:54][CH2:53][CH2:52]1.[CH3:57]C(O)=O.[BH-](OC(C)=O)(OC(C)=O)OC(C)=O.[Na+]. Given the product [CH2:1]([N:3]1[C:7]2=[N:8][C:9]([CH2:48][CH3:49])=[C:10]([CH2:19][NH:20][C:21]([C:23]3[CH:28]=[CH:27][CH:26]=[C:25]([C:29]([NH:31][CH2:32][C:33]4[CH:34]=[C:35]([C:40]5[CH:41]=[CH:42][CH:43]=[C:44]([CH2:50][N:51]6[CH2:56][CH2:55][N:54]([CH3:57])[CH2:53][CH2:52]6)[CH:45]=5)[CH:36]=[C:37]([CH3:39])[CH:38]=4)=[O:30])[CH:24]=3)=[O:22])[C:11]([NH:12][CH:13]3[CH2:18][CH2:17][O:16][CH2:15][CH2:14]3)=[C:6]2[CH:5]=[N:4]1)[CH3:2], predict the reactants needed to synthesize it. (8) The reactants are: [Cl:1][C:2]1[CH:3]=[CH:4][C:5]([O:17][CH:18]([F:20])[F:19])=[C:6]([C:8]2[C:13]([O:14][CH3:15])=[CH:12][NH:11][C:10](=[O:16])[CH:9]=2)[CH:7]=1.Br[CH2:22][C:23]([O:25][C:26]([CH3:29])([CH3:28])[CH3:27])=[O:24].C(=O)([O-])[O-].[K+].[K+]. Given the product [Cl:1][C:2]1[CH:3]=[CH:4][C:5]([O:17][CH:18]([F:20])[F:19])=[C:6]([C:8]2[C:13]([O:14][CH3:15])=[CH:12][N:11]([CH2:22][C:23]([O:25][C:26]([CH3:29])([CH3:28])[CH3:27])=[O:24])[C:10](=[O:16])[CH:9]=2)[CH:7]=1, predict the reactants needed to synthesize it. (9) Given the product [CH3:1][O:2][C:3]1[CH:4]=[CH:5][C:6]([CH2:7][N:8]2[C:12]([S:13][C:23]([CH3:30])([CH3:29])[C:24]([O:26][CH2:27][CH3:28])=[O:25])=[N:11][N:10]=[N:9]2)=[CH:14][CH:15]=1, predict the reactants needed to synthesize it. The reactants are: [CH3:1][O:2][C:3]1[CH:15]=[CH:14][C:6]([CH2:7][N:8]2[C:12]([SH:13])=[N:11][N:10]=[N:9]2)=[CH:5][CH:4]=1.C(=O)([O-])[O-].[K+].[K+].Br[C:23]([CH3:30])([CH3:29])[C:24]([O:26][CH2:27][CH3:28])=[O:25]. (10) Given the product [C:11]([O:10][C:8]([N:5]1[CH2:6][CH2:7][CH:2]([NH:1][C:27](=[O:28])[CH:26]([C:20]2[CH:25]=[CH:24][CH:23]=[CH:22][CH:21]=2)[CH2:31][CH2:30][OH:29])[CH2:3][CH2:4]1)=[O:9])([CH3:14])([CH3:13])[CH3:12], predict the reactants needed to synthesize it. The reactants are: [NH2:1][CH:2]1[CH2:7][CH2:6][N:5]([C:8]([O:10][C:11]([CH3:14])([CH3:13])[CH3:12])=[O:9])[C:4](=O)[CH2:3]1.C[Al](C)C.[C:20]1([CH:26]2[CH2:31][CH2:30][O:29][C:27]2=[O:28])[CH:25]=[CH:24][CH:23]=[CH:22][CH:21]=1.CO.